Dataset: Forward reaction prediction with 1.9M reactions from USPTO patents (1976-2016). Task: Predict the product of the given reaction. (1) Given the reactants [CH3:1][O:2][C:3]1[CH:4]=[C:5]([CH:36]=[CH:37][CH:38]=1)[CH2:6][N:7]1[C:12]([CH3:13])=[CH:11][C:10]([O:14][CH2:15][C:16]2[CH:33]=[CH:32][CH:31]=[CH:30][C:17]=2[CH2:18][N:19]2[C:27](=[O:28])[C:26]3[C:21](=[CH:22][CH:23]=[CH:24][CH:25]=3)[C:20]2=[O:29])=[C:9](I)[C:8]1=[O:35].[CH3:39][Sn](C)(C)C.[Cl-].[Li+].C(Cl)Cl, predict the reaction product. The product is: [CH3:1][O:2][C:3]1[CH:4]=[C:5]([CH:36]=[CH:37][CH:38]=1)[CH2:6][N:7]1[C:12]([CH3:13])=[CH:11][C:10]([O:14][CH2:15][C:16]2[CH:33]=[CH:32][CH:31]=[CH:30][C:17]=2[CH2:18][N:19]2[C:27](=[O:28])[C:26]3[C:21](=[CH:22][CH:23]=[CH:24][CH:25]=3)[C:20]2=[O:29])=[C:9]([CH3:39])[C:8]1=[O:35]. (2) Given the reactants [CH:1]1([CH3:11])[CH2:6][CH2:5][CH:4]([CH:7]([CH3:9])[CH3:8])[CH:3]([OH:10])[CH2:2]1.[C:12](OC=C)(=[O:14])[CH3:13], predict the reaction product. The product is: [C:12]([O:10][CH:3]1[CH:4]([CH:7]([CH3:8])[CH3:9])[CH2:5][CH2:6][CH:1]([CH3:11])[CH2:2]1)(=[O:14])[CH3:13].[CH:1]1([CH3:11])[CH2:6][CH2:5][CH:4]([CH:7]([CH3:8])[CH3:9])[CH:3]([OH:10])[CH2:2]1. (3) The product is: [Cl:1][C:2]1[CH:3]=[CH:4][C:5]([N:10]2[CH2:20][CH2:19][C:13]3[N:14]=[CH:15][N:16]=[C:17]([NH:31][C@@H:29]([C:26]4[CH:25]=[N:24][C:23]([O:22][CH3:21])=[N:28][CH:27]=4)[CH3:30])[C:12]=3[CH2:11]2)=[C:6]([CH:9]=1)[C:7]#[N:8]. Given the reactants [Cl:1][C:2]1[CH:3]=[CH:4][C:5]([N:10]2[CH2:20][CH2:19][C:13]3[N:14]=[CH:15][N:16]=[C:17](Cl)[C:12]=3[CH2:11]2)=[C:6]([CH:9]=1)[C:7]#[N:8].[CH3:21][O:22][C:23]1[N:28]=[CH:27][C:26]([C@H:29]([NH2:31])[CH3:30])=[CH:25][N:24]=1.C(N(CC)C(C)C)(C)C, predict the reaction product. (4) Given the reactants F[C:2]1[CH:3]=[C:4]([CH:7]=[CH:8][CH:9]=1)[C:5]#[N:6].[F:10][C:11]([F:20])([F:19])[C:12]1[CH:17]=[CH:16][CH:15]=[CH:14][C:13]=1O.C(=O)([O-])[O-:22].[Cs+].[Cs+].Cl, predict the reaction product. The product is: [F:10][C:11]([F:20])([F:19])[C:12]1[CH:17]=[C:16]([O:22][C:2]2[CH:3]=[C:4]([CH:7]=[CH:8][CH:9]=2)[C:5]#[N:6])[CH:15]=[CH:14][CH:13]=1.